Dataset: Reaction yield outcomes from USPTO patents with 853,638 reactions. Task: Predict the reaction yield, written as a fraction of the theoretical maximum amount of product (1.0 means a 100% yield; for example, 0.34 means a 34% yield). (1) The reactants are O.[CH:2]1[C:11]2[CH:10]=[CH:9][CH:8]=[C:7]([C:12]([OH:14])=O)[C:6]=2[CH:5]=[CH:4][N:3]=1.C(Cl)(=O)C(Cl)=O.[N-:21]=[N+:22]=[N-:23].[Na+]. The catalyst is ClCCl.CN(C)C=O.[Br-].C([N+](CCCC)(CCCC)CCCC)CCC.O. The product is [CH:2]1[C:11]2[CH:10]=[CH:9][CH:8]=[C:7]([C:12]([N:21]=[N+:22]=[N-:23])=[O:14])[C:6]=2[CH:5]=[CH:4][N:3]=1. The yield is 0.440. (2) The reactants are Br[C:2]1[CH:39]=[CH:38][C:5]([CH2:6][O:7][C:8]2[CH:13]=[CH:12][CH:11]=[CH:10][C:9]=2/[CH:14]=[CH:15]/[CH:16]([CH2:28][CH2:29][C:30]2[CH:35]=[CH:34][C:33]([C:36]#[N:37])=[CH:32][CH:31]=2)[CH2:17][C:18]2[CH:27]=[CH:26][C:21]([C:22]([O:24][CH3:25])=[O:23])=[CH:20][CH:19]=2)=[CH:4][CH:3]=1.[F:40][C:41]([F:52])([F:51])[C:42]1[CH:47]=[CH:46][C:45](B(O)O)=[CH:44][CH:43]=1.C(=O)([O-])[O-].[Na+].[Na+]. The catalyst is COCCOC.O.Cl[Pd](Cl)([P](C1C=CC=CC=1)(C1C=CC=CC=1)C1C=CC=CC=1)[P](C1C=CC=CC=1)(C1C=CC=CC=1)C1C=CC=CC=1. The product is [C:36]([C:33]1[CH:34]=[CH:35][C:30]([CH2:29][CH2:28][CH:16](/[CH:15]=[CH:14]/[C:9]2[CH:10]=[CH:11][CH:12]=[CH:13][C:8]=2[O:7][CH2:6][C:5]2[CH:38]=[CH:39][C:2]([C:45]3[CH:46]=[CH:47][C:42]([C:41]([F:52])([F:51])[F:40])=[CH:43][CH:44]=3)=[CH:3][CH:4]=2)[CH2:17][C:18]2[CH:27]=[CH:26][C:21]([C:22]([O:24][CH3:25])=[O:23])=[CH:20][CH:19]=2)=[CH:31][CH:32]=1)#[N:37]. The yield is 0.580. (3) The reactants are [S:1]1[CH:5]=[CH:4][CH:3]=[C:2]1[C:6](Cl)=[O:7].[CH2:9]([N:16]1[C:25]2[C:20](=[CH:21][CH:22]=[CH:23][N:24]=2)[C:19]([N:26]2[CH2:31][CH2:30][NH:29][CH2:28][CH2:27]2)=[C:18]([C:32]#[N:33])[C:17]1=[O:34])[C:10]1[CH:15]=[CH:14][CH:13]=[CH:12][CH:11]=1. The catalyst is N1C=CC=CC=1. The product is [CH2:9]([N:16]1[C:25]2[C:20](=[CH:21][CH:22]=[CH:23][N:24]=2)[C:19]([N:26]2[CH2:31][CH2:30][N:29]([C:6]([C:2]3[S:1][CH:5]=[CH:4][CH:3]=3)=[O:7])[CH2:28][CH2:27]2)=[C:18]([C:32]#[N:33])[C:17]1=[O:34])[C:10]1[CH:15]=[CH:14][CH:13]=[CH:12][CH:11]=1. The yield is 0.450. (4) The reactants are IC1C=C2C(=CC=1)NC(=O)C2=O.FC1C=CC(B(O)O)=CC=1.[C:23]([O-:26])(O)=[O:24].[Na+].[F:28][C:29]1[CH:34]=[CH:33][C:32]([C:35]2[CH:36]=[C:37]3[C:41](=[CH:42][CH:43]=2)[NH:40]C(=O)C3=O)=[CH:31][CH:30]=1. The catalyst is COCCOC.C1C=CC([P]([Pd]([P](C2C=CC=CC=2)(C2C=CC=CC=2)C2C=CC=CC=2)([P](C2C=CC=CC=2)(C2C=CC=CC=2)C2C=CC=CC=2)[P](C2C=CC=CC=2)(C2C=CC=CC=2)C2C=CC=CC=2)(C2C=CC=CC=2)C2C=CC=CC=2)=CC=1. The product is [NH2:40][C:41]1[CH:42]=[CH:43][C:35]([C:32]2[CH:33]=[CH:34][C:29]([F:28])=[CH:30][CH:31]=2)=[CH:36][C:37]=1[C:23]([OH:26])=[O:24]. The yield is 0.570. (5) The reactants are C(OC([N:11]1[CH2:15][C@@H:14]([NH:16][C:17]([O:19]CC2C=CC=CC=2)=O)[CH2:13][C@H:12]1CO)=O)C1C=CC=CC=1.[F:29][C:30]([F:37])([F:36])C(OCC)=O.[CH3:38][OH:39]. The catalyst is [Pd]. The product is [F:29][C:30]([F:37])([F:36])[C:17]([NH:16][C@@H:14]1[CH2:13][CH2:12][NH:11][C@@H:15]1[CH2:38][OH:39])=[O:19]. The yield is 1.04.